From a dataset of Forward reaction prediction with 1.9M reactions from USPTO patents (1976-2016). Predict the product of the given reaction. (1) The product is: [CH3:15][NH:16][CH2:13][C:7]1([C:1]2[CH:6]=[CH:5][CH:4]=[CH:3][CH:2]=2)[CH2:12][CH2:11][CH2:10][CH2:9][CH2:8]1.[ClH:17].[CH3:15][NH:16][CH2:13][C:7]1([C:1]2[CH:6]=[CH:5][CH:4]=[CH:3][CH:2]=2)[CH2:12][CH2:11][CH2:10][CH2:9][CH2:8]1. Given the reactants [C:1]1([C:7]2([CH:13]=O)[CH2:12][CH2:11][CH2:10][CH2:9][CH2:8]2)[CH:6]=[CH:5][CH:4]=[CH:3][CH:2]=1.[CH3:15][NH2:16].[ClH:17], predict the reaction product. (2) The product is: [O:5]1[CH2:4][CH2:3][CH:2]([C:8]2[CH:13]=[CH:12][C:11]([OH:14])=[CH:10][C:9]=2[OH:15])[CH2:7][CH2:6]1. Given the reactants O[C:2]1([C:8]2[CH:13]=[CH:12][C:11]([OH:14])=[CH:10][C:9]=2[OH:15])[CH2:7][CH2:6][O:5][CH2:4][CH2:3]1.C(O)(=O)C.C1COCC1.[H][H], predict the reaction product. (3) Given the reactants [NH2:1][CH:2]([C:7]1[CH:12]=[CH:11][CH:10]=[CH:9][CH:8]=1)[CH2:3][C:4]([OH:6])=[O:5].[OH-].[Na+].[CH:15]1[C:24]2[C:19](=[CH:20][CH:21]=[CH:22][CH:23]=2)[CH:18]=[CH:17][C:16]=1[S:25](Cl)(=[O:27])=[O:26], predict the reaction product. The product is: [CH:15]1[C:24]2[C:19](=[CH:20][CH:21]=[CH:22][CH:23]=2)[CH:18]=[CH:17][C:16]=1[S:25]([NH:1][CH:2]([C:7]1[CH:12]=[CH:11][CH:10]=[CH:9][CH:8]=1)[CH2:3][C:4]([OH:6])=[O:5])(=[O:26])=[O:27]. (4) Given the reactants [C:1]([C:5]1[S:9][C:8](=[NH:10])[N:7]([CH2:11][C@@H:12]2[CH2:16][CH2:15][CH2:14][O:13]2)[CH:6]=1)([CH3:4])([CH3:3])[CH3:2].[Cl:17][C:18]1[CH:19]=[CH:20][C:21]([O:27][CH3:28])=[C:22]([CH:26]=1)[C:23](O)=[O:24], predict the reaction product. The product is: [C:1]([C:5]1[S:9]/[C:8](=[N:10]\[C:23](=[O:24])[C:22]2[CH:26]=[C:18]([Cl:17])[CH:19]=[CH:20][C:21]=2[O:27][CH3:28])/[N:7]([CH2:11][C@@H:12]2[CH2:16][CH2:15][CH2:14][O:13]2)[CH:6]=1)([CH3:4])([CH3:2])[CH3:3]. (5) Given the reactants [Cl:1][C:2]1[CH:7]=[CH:6][C:5]([S:8]([CH2:11][C:12]2[CH:17]=[C:16]([F:18])[CH:15]=[CH:14][C:13]=2[F:19])(=[O:10])=[O:9])=[CH:4][CH:3]=1.[CH2:20](O)[CH:21]1[O:25][CH2:24][CH2:23][CH2:22]1.C(C=P(CCCC)(CCCC)CCCC)#N, predict the reaction product. The product is: [Cl:1][C:2]1[CH:7]=[CH:6][C:5]([S:8]([CH:11]([C:12]2[CH:17]=[C:16]([F:18])[CH:15]=[CH:14][C:13]=2[F:19])[CH2:20][CH:21]2[CH2:22][CH2:23][CH2:24][O:25]2)(=[O:10])=[O:9])=[CH:4][CH:3]=1.